Dataset: Forward reaction prediction with 1.9M reactions from USPTO patents (1976-2016). Task: Predict the product of the given reaction. Given the reactants [NH:1]1[CH:5]=[CH:4][CH:3]=[N:2]1.[H-].[Na+].[Cl:8][C:9]1[CH:17]=[CH:16][C:15](F)=[CH:14][C:10]=1[C:11]([NH2:13])=[O:12], predict the reaction product. The product is: [Cl:8][C:9]1[CH:17]=[CH:16][C:15]([N:1]2[CH:5]=[CH:4][CH:3]=[N:2]2)=[CH:14][C:10]=1[C:11]([NH2:13])=[O:12].